This data is from Full USPTO retrosynthesis dataset with 1.9M reactions from patents (1976-2016). The task is: Predict the reactants needed to synthesize the given product. (1) Given the product [CH3:3][NH:4][C:5](=[N:7][C:8]1[CH:13]=[C:12]([OH:14])[CH:11]=[C:10]([C:15]([OH:17])=[O:16])[CH:9]=1)[S:6][CH3:1], predict the reactants needed to synthesize it. The reactants are: [CH3:1]I.[CH3:3][NH:4][C:5]([NH:7][C:8]1[CH:13]=[C:12]([OH:14])[CH:11]=[C:10]([C:15]([OH:17])=[O:16])[CH:9]=1)=[S:6]. (2) Given the product [CH3:11][C:12]1[CH:17]=[C:16]([CH3:18])[CH:15]=[CH:14][C:13]=1[N:19]1[CH2:20][CH2:21][N:22]([C:25]([C:27]2[CH:32]=[CH:31][C:30]([N:5]3[C@H:4]([CH:1]([CH3:3])[CH3:2])[CH2:8][CH2:7][S:6]3(=[O:10])=[O:9])=[CH:29][CH:28]=2)=[O:26])[CH2:23][CH2:24]1, predict the reactants needed to synthesize it. The reactants are: [CH:1]([C@@H:4]1[CH2:8][CH2:7][S:6](=[O:10])(=[O:9])[NH:5]1)([CH3:3])[CH3:2].[CH3:11][C:12]1[CH:17]=[C:16]([CH3:18])[CH:15]=[CH:14][C:13]=1[N:19]1[CH2:24][CH2:23][N:22]([C:25]([C:27]2[CH:32]=[CH:31][C:30](I)=[CH:29][CH:28]=2)=[O:26])[CH2:21][CH2:20]1.